Dataset: Peptide-MHC class I binding affinity with 185,985 pairs from IEDB/IMGT. Task: Regression. Given a peptide amino acid sequence and an MHC pseudo amino acid sequence, predict their binding affinity value. This is MHC class I binding data. (1) The peptide sequence is STSQKSIVAY. The MHC is Patr-B0101 with pseudo-sequence Patr-B0101. The binding affinity (normalized) is 0. (2) The peptide sequence is GWRLLAPITA. The MHC is Patr-A0901 with pseudo-sequence Patr-A0901. The binding affinity (normalized) is 0.205. (3) The peptide sequence is LPYEGGAAL. The MHC is HLA-A03:01 with pseudo-sequence HLA-A03:01. The binding affinity (normalized) is 0. (4) The peptide sequence is FANVISKIY. The MHC is HLA-A11:01 with pseudo-sequence HLA-A11:01. The binding affinity (normalized) is 0.165. (5) The MHC is HLA-B35:01 with pseudo-sequence HLA-B35:01. The binding affinity (normalized) is 0.671. The peptide sequence is FSLTSSSKY. (6) The peptide sequence is IVRQGIRQL. The MHC is HLA-B27:05 with pseudo-sequence HLA-B27:05. The binding affinity (normalized) is 0.0847.